From a dataset of Catalyst prediction with 721,799 reactions and 888 catalyst types from USPTO. Predict which catalyst facilitates the given reaction. (1) Reactant: [N:1]1[CH:6]=[CH:5][CH:4]=[CH:3][C:2]=1/[CH:7]=[CH:8]/[C:9]([O:11][CH2:12][CH3:13])=[O:10].C(OCC)(=O)C. Product: [N:1]1[CH:6]=[CH:5][CH:4]=[CH:3][C:2]=1[CH2:7][CH2:8][C:9]([O:11][CH2:12][CH3:13])=[O:10]. The catalyst class is: 29. (2) Product: [CH2:29]([Sn:24]([CH2:20][CH2:21][CH2:22][CH3:23])([CH2:25][CH2:26][CH2:27][CH3:28])[C:7]#[C:6][C@@H:8]1[CH2:12][CH2:11][CH2:10][N:9]1[C:13]([O:15][C:16]([CH3:19])([CH3:18])[CH3:17])=[O:14])[CH2:30][CH2:31][CH3:32]. Reactant: C([Li])CCC.[C:6]([C@@H:8]1[CH2:12][CH2:11][CH2:10][N:9]1[C:13]([O:15][C:16]([CH3:19])([CH3:18])[CH3:17])=[O:14])#[CH:7].[CH2:20]([Sn:24](Cl)([CH2:29][CH2:30][CH2:31][CH3:32])[CH2:25][CH2:26][CH2:27][CH3:28])[CH2:21][CH2:22][CH3:23].C(=O)(O)[O-].[Na+]. The catalyst class is: 1. (3) Reactant: [F:1][C:2]1[CH:3]=[C:4]([NH:22]C(=O)C)[CH:5]=[CH:6][C:7]=1[O:8][C:9]1[CH:14]=[CH:13][N:12]=[C:11]2[NH:15][CH:16]=[C:17]([CH2:18][CH2:19][O:20][CH3:21])[C:10]=12.[OH-].[Na+]. Product: [F:1][C:2]1[CH:3]=[C:4]([CH:5]=[CH:6][C:7]=1[O:8][C:9]1[CH:14]=[CH:13][N:12]=[C:11]2[NH:15][CH:16]=[C:17]([CH2:18][CH2:19][O:20][CH3:21])[C:10]=12)[NH2:22]. The catalyst class is: 8. (4) Reactant: O[CH2:2][C:3]1[S:7][C:6]([C:8]([O:10][CH3:11])=[O:9])=[CH:5][CH:4]=1.S(Cl)([Cl:14])=O. Product: [Cl:14][CH2:2][C:3]1[S:7][C:6]([C:8]([O:10][CH3:11])=[O:9])=[CH:5][CH:4]=1. The catalyst class is: 22. (5) Reactant: F[C:2]1[C:10]([F:11])=[C:9]([F:12])[CH:8]=[CH:7][C:3]=1[C:4]([OH:6])=[O:5].[F:13][C:14]1[CH:20]=[C:19]([CH3:21])[CH:18]=[CH:17][C:15]=1[NH2:16].[Li+].C[Si]([N-][Si](C)(C)C)(C)C. Product: [F:11][C:10]1[C:2]([NH:16][C:15]2[CH:17]=[CH:18][C:19]([CH3:21])=[CH:20][C:14]=2[F:13])=[C:3]([CH:7]=[CH:8][C:9]=1[F:12])[C:4]([OH:6])=[O:5]. The catalyst class is: 1.